This data is from Full USPTO retrosynthesis dataset with 1.9M reactions from patents (1976-2016). The task is: Predict the reactants needed to synthesize the given product. (1) The reactants are: [Cl:1][CH2:2][CH2:3][CH2:4][C:5](Cl)=[O:6].[C:8]([N:11]1[CH2:16][CH2:15][NH:14][CH2:13][CH2:12]1)(=[O:10])[CH3:9].[Cl-].[NH4+].C([O-])([O-])=O.[Na+].[Na+]. Given the product [C:8]([N:11]1[CH2:16][CH2:15][N:14]([C:5](=[O:6])[CH2:4][CH2:3][CH2:2][Cl:1])[CH2:13][CH2:12]1)(=[O:10])[CH3:9], predict the reactants needed to synthesize it. (2) Given the product [CH:19]1([CH2:18][O:10][C:5]2[CH:6]=[CH:7][CH:8]=[CH:9][C:4]=2[N+:1]([O-:3])=[O:2])[CH2:21][CH2:20]1, predict the reactants needed to synthesize it. The reactants are: [N+:1]([C:4]1[CH:9]=[CH:8][CH:7]=[CH:6][C:5]=1[OH:10])([O-:3])=[O:2].C([O-])([O-])=O.[K+].[K+].Br[CH2:18][CH:19]1[CH2:21][CH2:20]1.Cl.